From a dataset of Reaction yield outcomes from USPTO patents with 853,638 reactions. Predict the reaction yield, written as a fraction of the theoretical maximum amount of product (1.0 means a 100% yield; for example, 0.34 means a 34% yield). The reactants are Cl[C:2]1[N:7]=[C:6]([C:8]2[S:12][C:11]([C:13]([CH3:16])([CH3:15])[CH3:14])=[N:10][C:9]=2[C:17]2[C:18]([F:35])=[C:19]([NH:23][S:24]([C:27]3[CH:32]=[C:31]([F:33])[CH:30]=[CH:29][C:28]=3[F:34])(=[O:26])=[O:25])[CH:20]=[CH:21][CH:22]=2)[CH:5]=[CH:4][N:3]=1.[NH2:36][CH2:37][CH2:38][CH2:39][N:40]1[CH2:44][CH2:43][CH2:42][C:41]1=[O:45]. No catalyst specified. The product is [CH3:14][C:13]([C:11]1[S:12][C:8]([C:6]2[CH:5]=[CH:4][N:3]=[C:2]([NH:36][CH2:37][CH2:38][CH2:39][N:40]3[CH2:44][CH2:43][CH2:42][C:41]3=[O:45])[N:7]=2)=[C:9]([C:17]2[C:18]([F:35])=[C:19]([NH:23][S:24]([C:27]3[CH:32]=[C:31]([F:33])[CH:30]=[CH:29][C:28]=3[F:34])(=[O:26])=[O:25])[CH:20]=[CH:21][CH:22]=2)[N:10]=1)([CH3:16])[CH3:15]. The yield is 0.800.